This data is from Catalyst prediction with 721,799 reactions and 888 catalyst types from USPTO. The task is: Predict which catalyst facilitates the given reaction. (1) Reactant: Br[C:2]1[C:3]([NH2:9])=[N:4][CH:5]=[C:6]([Br:8])[CH:7]=1.[C:10]([S-:15])(=S)OCC.[K+].S(Cl)([Cl:20])(=O)=O.O. Product: [ClH:20].[Br:8][C:6]1[CH:7]=[C:2]2[S:15][C:10]([Cl:20])=[N:9][C:3]2=[N:4][CH:5]=1. The catalyst class is: 517. (2) Reactant: [Cl:1][C:2]1[CH:7]=[CH:6][C:5]([C:8]2[O:16][C:15]3[CH:14]=[CH:13][NH:12][C:11](=[O:17])[C:10]=3[CH:9]=2)=[CH:4][CH:3]=1.Br[C:19]1[CH:20]=[CH:21][C:22]2[N:26]=[C:25]([CH:27]3[CH2:29][CH:28]3[C:30]([OH:33])([CH3:32])[CH3:31])[N:24]([CH3:34])[C:23]=2[CH:35]=1.CNCCNC.C(=O)([O-])[O-].[K+].[K+]. Product: [Cl:1][C:2]1[CH:3]=[CH:4][C:5]([C:8]2[O:16][C:15]3[CH:14]=[CH:13][N:12]([C:19]4[CH:20]=[CH:21][C:22]5[N:26]=[C:25]([CH:27]6[CH2:29][CH:28]6[C:30]([OH:33])([CH3:31])[CH3:32])[N:24]([CH3:34])[C:23]=5[CH:35]=4)[C:11](=[O:17])[C:10]=3[CH:9]=2)=[CH:6][CH:7]=1. The catalyst class is: 419. (3) Reactant: [I-].[NH2:2][N+:3]1[CH:8]=[CH:7][C:6]([O:9][CH3:10])=[CH:5][CH:4]=1.C(=O)([O-])[O-].[K+].[K+].[C:17]([O:21][CH3:22])(=[O:20])[C:18]#[CH:19]. Product: [CH3:22][O:21][C:17]([C:18]1[CH:19]=[N:2][N:3]2[CH:8]=[CH:7][C:6]([O:9][CH3:10])=[CH:5][C:4]=12)=[O:20]. The catalyst class is: 3. (4) Reactant: [Cl:1][C:2]1[C:7]([C:8]([O:10][CH2:11][CH3:12])=[O:9])=[C:6]([F:13])[C:5]([CH:14]=O)=[CH:4][CH:3]=1.[NH2:16][OH:17]. Product: [Cl:1][C:2]1[C:7]([C:8]([O:10][CH2:11][CH3:12])=[O:9])=[C:6]([F:13])[C:5]([CH:14]=[N:16][OH:17])=[CH:4][CH:3]=1. The catalyst class is: 5. (5) Reactant: Br[C:2]1[CH:9]=[C:8]([Cl:10])[C:7]([O:11][CH3:12])=[CH:6][C:3]=1[CH:4]=[O:5].[CH3:13]B1OB(C)OB(C)O1.C(=O)([O-])[O-].[K+].[K+]. Product: [Cl:10][C:8]1[C:7]([O:11][CH3:12])=[CH:6][C:3]([CH:4]=[O:5])=[C:2]([CH3:13])[CH:9]=1. The catalyst class is: 77. (6) Reactant: N[C:2]1[CH:10]=[CH:9][C:5]([C:6]([OH:8])=[O:7])=[CH:4][CH:3]=1.[OH-].[Li+].BrC1C2=NOC3=C2C(C(=O)C2C3=CC=CC=2)=C(Br)C=1.CC(OC)(C)C. Product: [C:6]([OH:8])(=[O:7])[C:5]1[CH:9]=[CH:10][CH:2]=[CH:3][CH:4]=1. The catalyst class is: 44. (7) Reactant: [C:1]1(C)C=[CH:5][C:4](S([O-])(=O)=O)=[CH:3][CH:2]=1.[NH+]1[CH:5]=[CH:4][CH:3]=[CH:2][CH:1]=1.[CH3:18][O:19][C:20]1[CH:25]=[CH:24][C:23]([CH:26]([C:28]2[CH:33]=[CH:32][C:31]([O:34][CH3:35])=[CH:30][CH:29]=2)[OH:27])=[CH:22][CH:21]=1.C(=O)([O-])[O-:37].[Na+].[Na+]. Product: [CH3:35][O:34][C:31]1[CH:32]=[CH:33][C:28]([CH:26]([C:23]2[CH:22]=[CH:21][C:20]([O:19][CH3:18])=[CH:25][CH:24]=2)[O:27][CH:5]2[CH2:4][CH2:3][CH2:2][CH2:1][O:37]2)=[CH:29][CH:30]=1. The catalyst class is: 2. (8) Reactant: [Cl:1][C:2]1[CH:16]=[CH:15][C:5]([CH2:6][NH:7][C:8](=[O:14])[O:9][C:10]([CH3:13])([CH3:12])[CH3:11])=[CH:4][C:3]=1[N:17]=[C:18]=S.[Cl:20][C:21]1[C:22]([N:30]2[CH2:35][CH2:34][CH2:33][CH:32]([C:36]([F:39])([F:38])[F:37])[CH2:31]2)=[CH:23][C:24]([NH:28][CH3:29])=[C:25]([CH:27]=1)[NH2:26].C(Cl)CCl. Product: [Cl:1][C:2]1[CH:16]=[CH:15][C:5]([CH2:6][NH:7][C:8](=[O:14])[O:9][C:10]([CH3:13])([CH3:12])[CH3:11])=[CH:4][C:3]=1[NH:17][C:18]1[N:28]([CH3:29])[C:24]2[CH:23]=[C:22]([N:30]3[CH2:35][CH2:34][CH2:33][CH:32]([C:36]([F:38])([F:39])[F:37])[CH2:31]3)[C:21]([Cl:20])=[CH:27][C:25]=2[N:26]=1. The catalyst class is: 23. (9) Reactant: [CH:1]([C:4]1[N:5]=[C:6]([C:9]([N:11]2[CH2:16][C:15]3([CH2:21][CH2:20][NH:19][CH2:18][CH2:17]3)[O:14][CH2:13][CH2:12]2)=[O:10])[S:7][CH:8]=1)([CH3:3])[CH3:2].Br[CH2:23][C:24]1[CH:25]=[C:26]([CH2:30][CH2:31][OH:32])[CH:27]=[CH:28][CH:29]=1.C(N(CC)CC)C. Product: [OH:32][CH2:31][CH2:30][C:26]1[CH:25]=[C:24]([CH:29]=[CH:28][CH:27]=1)[CH2:23][N:19]1[CH2:18][CH2:17][C:15]2([O:14][CH2:13][CH2:12][N:11]([C:9]([C:6]3[S:7][CH:8]=[C:4]([CH:1]([CH3:3])[CH3:2])[N:5]=3)=[O:10])[CH2:16]2)[CH2:21][CH2:20]1. The catalyst class is: 10.